From a dataset of Full USPTO retrosynthesis dataset with 1.9M reactions from patents (1976-2016). Predict the reactants needed to synthesize the given product. (1) Given the product [C:1]([O:5][C:6](=[O:20])[NH:7][CH2:8][CH2:9][N:10]1[C:18]2[C:17]([NH:25][C:24]3[CH:26]=[CH:27][C:28]([O:29][C:30]4[CH:35]=[CH:34][CH:33]=[C:32]([C:36]([F:41])([F:42])[C:37]([CH3:38])([CH3:39])[CH3:40])[CH:31]=4)=[C:22]([Cl:21])[CH:23]=3)=[N:16][CH:15]=[N:14][C:13]=2[CH:12]=[CH:11]1)([CH3:4])([CH3:3])[CH3:2], predict the reactants needed to synthesize it. The reactants are: [C:1]([O:5][C:6](=[O:20])[NH:7][CH2:8][CH2:9][N:10]1[C:18]2[C:17](Cl)=[N:16][CH:15]=[N:14][C:13]=2[CH:12]=[CH:11]1)([CH3:4])([CH3:3])[CH3:2].[Cl:21][C:22]1[CH:23]=[C:24]([CH:26]=[CH:27][C:28]=1[O:29][C:30]1[CH:35]=[CH:34][CH:33]=[C:32]([C:36]([F:42])([F:41])[C:37]([CH3:40])([CH3:39])[CH3:38])[CH:31]=1)[NH2:25]. (2) The reactants are: [CH3:1][O:2][C:3]1[CH:4]=[C:5]([N:13](C(OC(C)(C)C)=O)[NH2:14])[CH:6]=[CH:7][C:8]=1[C:9]([O:11][CH3:12])=[O:10].[ClH:22]. Given the product [ClH:22].[NH:13]([C:5]1[CH:6]=[CH:7][C:8]([C:9]([O:11][CH3:12])=[O:10])=[C:3]([O:2][CH3:1])[CH:4]=1)[NH2:14], predict the reactants needed to synthesize it. (3) Given the product [CH3:19][S:20]([NH:1][C:2]1[CH:3]=[C:4]([CH2:8][C:9]([O:11][CH3:12])=[O:10])[CH:5]=[CH:6][CH:7]=1)(=[O:22])=[O:21], predict the reactants needed to synthesize it. The reactants are: [NH2:1][C:2]1[CH:3]=[C:4]([CH2:8][C:9]([O:11][CH3:12])=[O:10])[CH:5]=[CH:6][CH:7]=1.N1C=CC=CC=1.[CH3:19][S:20](Cl)(=[O:22])=[O:21].C(=O)(O)[O-].[Na+]. (4) Given the product [Cl:1][C:2]1[C:3]([NH:21][C:22]2[C:31]([F:32])=[CH:30][CH:29]=[CH:28][C:23]=2[C:24]([NH:26][CH3:27])=[O:25])=[N:4][C:5]([NH:8][C:9]2[CH:10]=[CH:11][C:12]3[CH2:18][N:17]([S:40]([CH3:39])(=[O:42])=[O:41])[CH2:16][C:15](=[O:19])[NH:14][C:13]=3[CH:20]=2)=[N:6][CH:7]=1, predict the reactants needed to synthesize it. The reactants are: [Cl:1][C:2]1[C:3]([NH:21][C:22]2[C:31]([F:32])=[CH:30][CH:29]=[CH:28][C:23]=2[C:24]([NH:26][CH3:27])=[O:25])=[N:4][C:5]([NH:8][C:9]2[CH:10]=[CH:11][C:12]3[CH2:18][NH:17][CH2:16][C:15](=[O:19])[NH:14][C:13]=3[CH:20]=2)=[N:6][CH:7]=1.N1C=CC=CC=1.[CH3:39][S:40](O[S:40]([CH3:39])(=[O:42])=[O:41])(=[O:42])=[O:41]. (5) Given the product [N+:23]([C:7]1[CH:6]=[C:5]([Cl:8])[N:4]=[C:3]([C:10]([OH:12])=[O:11])[C:2]=1[Cl:1])([O-:25])=[O:24], predict the reactants needed to synthesize it. The reactants are: [Cl:1][C:2]1[CH:7]=[CH:6][C:5]([Cl:8])=[N+:4]([O-])[C:3]=1[C:10]([O:12]C)=[O:11].OS(O)(=O)=O.O=S(=O)=O.[N+:23]([O-])([OH:25])=[O:24].C(=O)(O)[O-].[Na+].